From a dataset of Reaction yield outcomes from USPTO patents with 853,638 reactions. Predict the reaction yield, written as a fraction of the theoretical maximum amount of product (1.0 means a 100% yield; for example, 0.34 means a 34% yield). (1) The reactants are [Cl:1][C:2]1[C:3]2[C:10](I)=[CH:9][N:8]([C@H:12]3[CH2:17][CH2:16][C@@H:15]([N:18]4[CH2:23][CH2:22][N:21]([CH3:24])[CH2:20][CH2:19]4)[CH2:14][CH2:13]3)[C:4]=2[N:5]=[CH:6][N:7]=1.[C:25]1([NH:31][C:32](=[O:49])[CH2:33][C:34]2[CH:39]=[CH:38][C:37](B3OC(C)(C)C(C)(C)O3)=[CH:36][CH:35]=2)[CH:30]=[CH:29][CH:28]=[CH:27][CH:26]=1.O.C(=O)([O-])[O-].[Na+].[Na+]. The catalyst is COCCOC.O.C1C=CC([P]([Pd]([P](C2C=CC=CC=2)(C2C=CC=CC=2)C2C=CC=CC=2)([P](C2C=CC=CC=2)(C2C=CC=CC=2)C2C=CC=CC=2)[P](C2C=CC=CC=2)(C2C=CC=CC=2)C2C=CC=CC=2)(C2C=CC=CC=2)C2C=CC=CC=2)=CC=1. The product is [C:25]1([NH:31][C:32](=[O:49])[CH2:33][C:34]2[CH:39]=[CH:38][C:37]([C:10]3[C:3]4[C:2]([Cl:1])=[N:7][CH:6]=[N:5][C:4]=4[N:8]([CH:12]4[CH2:17][CH2:16][CH:15]([N:18]5[CH2:23][CH2:22][N:21]([CH3:24])[CH2:20][CH2:19]5)[CH2:14][CH2:13]4)[CH:9]=3)=[CH:36][CH:35]=2)[CH:26]=[CH:27][CH:28]=[CH:29][CH:30]=1. The yield is 0.620. (2) The reactants are [S:1]1[CH:5]=[CH:4][C:3]2[C:6](C(OCCCCCCCCCCCC)=O)([C:43]([O:45][CH2:46][CH2:47][CH2:48][CH2:49][CH2:50][CH2:51][CH2:52][CH2:53][CH2:54][CH2:55][CH2:56][CH3:57])=[O:44])[C:7]3[S:8][CH:9]=[CH:10][C:11]=3[C:12](C(OCCCCCCCCCCCC)=O)([C:13]([O:15][CH2:16][CH2:17][CH2:18][CH2:19][CH2:20][CH2:21][CH2:22][CH2:23][CH2:24][CH2:25][CH2:26][CH3:27])=[O:14])[C:2]1=2. The catalyst is CN(C=O)C. The product is [S:1]1[CH:5]=[CH:4][C:3]2[C:6]([C:43]([O:45][CH2:46][CH2:47][CH2:48][CH2:49][CH2:50][CH2:51][CH2:52][CH2:53][CH2:54][CH2:55][CH2:56][CH3:57])=[O:44])=[C:7]3[C:11](=[C:12]([C:13]([O:15][CH2:16][CH2:17][CH2:18][CH2:19][CH2:20][CH2:21][CH2:22][CH2:23][CH2:24][CH2:25][CH2:26][CH3:27])=[O:14])[C:2]1=2)[CH:10]=[CH:9][S:8]3. The yield is 0.329. (3) The reactants are [Cl:1][C:2]1[CH:3]=[CH:4][C:5]2[N:6]([CH:8]=[C:9]([C:11]([O:13][CH2:14][CH3:15])=[O:12])[N:10]=2)[CH:7]=1.C(=O)([O-])[O-].[Cs+].[Cs+].C1(P(C2C=CC=CC=2)C2C=CC=CC=2)C=CC=CC=1.Br[C:42]1[CH:47]=[CH:46][CH:45]=[C:44]([F:48])[CH:43]=1. The catalyst is O1CCOCC1.C([O-])(=O)C.[Pd+2].C([O-])(=O)C. The product is [Cl:1][C:2]1[CH:3]=[CH:4][C:5]2[N:6]([C:8]([C:42]3[CH:47]=[CH:46][CH:45]=[C:44]([F:48])[CH:43]=3)=[C:9]([C:11]([O:13][CH2:14][CH3:15])=[O:12])[N:10]=2)[CH:7]=1. The yield is 0.940. (4) The reactants are [C:1]([N:8]1[CH:12]=[CH:11][N:10]=[CH:9]1)(N1C=CN=C1)=[O:2].[F:13][C:14]1[CH:19]=[CH:18][CH:17]=[CH:16][C:15]=1[C@@H:20]([OH:22])[CH3:21]. The catalyst is O1CCCC1. The product is [F:13][C:14]1[CH:19]=[CH:18][CH:17]=[CH:16][C:15]=1[C@@H:20]([O:22][C:1]([N:8]1[CH:12]=[CH:11][N:10]=[CH:9]1)=[O:2])[CH3:21]. The yield is 0.990. (5) The catalyst is O1CCOCC1. The reactants are Br[C:2]1[CH:3]=[C:4]([C:8]([O:10][CH3:11])=[O:9])[CH:5]=[N:6][CH:7]=1.[CH2:12]([Zn]CC)[CH3:13]. The product is [CH2:12]([C:2]1[CH:3]=[C:4]([C:8]([O:10][CH3:11])=[O:9])[CH:5]=[N:6][CH:7]=1)[CH3:13]. The yield is 0.550. (6) The reactants are [N+:1]([C:4]1[CH:11]=[CH:10][CH:9]=[CH:8][C:5]=1[CH:6]=O)([O-])=O.C(O)(C(F)(F)F)=O.[NH2:19][C@H:20]1[C:31](=[O:32])[O:30][CH2:29][C@@H:28]([C:33]2[CH:38]=[CH:37][CH:36]=[CH:35][CH:34]=2)[NH:27][C:26](=[O:39])[CH2:25][CH2:24][CH:23]=[CH:22][CH2:21]1.C(N(CC)CC)C.C(OP(OCC)OCC)C. The catalyst is C(Cl)Cl.C1(C)C=CC=CC=1.CO.C(Cl)Cl. The product is [N:1]1[N:19]([C@H:20]2[C:31](=[O:32])[O:30][CH2:29][C@@H:28]([C:33]3[CH:38]=[CH:37][CH:36]=[CH:35][CH:34]=3)[NH:27][C:26](=[O:39])[CH2:25][CH2:24][CH:23]=[CH:22][CH2:21]2)[CH:6]=[C:5]2[C:4]=1[CH:11]=[CH:10][CH:9]=[CH:8]2. The yield is 0.00600. (7) The yield is 0.500. The product is [CH3:31][C:32]([CH3:37])([CH3:36])[C:33]([NH:1][C:2]1[N:3]=[C:4]2[CH:9]=[CH:8][C:7]([O:10][C:11]3[CH:12]=[C:13]([NH:17][C:18](=[O:29])[C:19]4[CH:24]=[CH:23][CH:22]=[C:21]([C:25]([F:28])([F:27])[F:26])[CH:20]=4)[CH:14]=[CH:15][CH:16]=3)=[N:6][N:5]2[CH:30]=1)=[O:34]. The catalyst is N1C=CC=CC=1. The reactants are [NH2:1][C:2]1[N:3]=[C:4]2[CH:9]=[CH:8][C:7]([O:10][C:11]3[CH:12]=[C:13]([NH:17][C:18](=[O:29])[C:19]4[CH:24]=[CH:23][CH:22]=[C:21]([C:25]([F:28])([F:27])[F:26])[CH:20]=4)[CH:14]=[CH:15][CH:16]=3)=[N:6][N:5]2[CH:30]=1.[CH3:31][C:32]([CH3:37])([CH3:36])[C:33](Cl)=[O:34].C(=O)([O-])O.[Na+]. (8) The reactants are [Cl:1][C:2]1[C:3]([N+:12]([O-:14])=[O:13])=[CH:4][C:5]([CH3:11])=[C:6]([CH:10]=1)[C:7]([OH:9])=O.C(N(CC)CC)C.CN(C(ON1N=NC2C=CC=NC1=2)=[N+](C)C)C.F[P-](F)(F)(F)(F)F.[NH:46]1[CH2:51][CH2:50][O:49][CH2:48][CH2:47]1. The catalyst is CN(C=O)C.C(Cl)Cl.O. The product is [Cl:1][C:2]1[C:3]([N+:12]([O-:14])=[O:13])=[CH:4][C:5]([CH3:11])=[C:6]([C:7]([N:46]2[CH2:51][CH2:50][O:49][CH2:48][CH2:47]2)=[O:9])[CH:10]=1. The yield is 0.950.